This data is from Reaction yield outcomes from USPTO patents with 853,638 reactions. The task is: Predict the reaction yield, written as a fraction of the theoretical maximum amount of product (1.0 means a 100% yield; for example, 0.34 means a 34% yield). (1) The reactants are [F:1][C:2]1[CH:7]=[CH:6][C:5](B(O)O)=[CH:4][CH:3]=1.Br[C:12]1[S:13][CH:14]=[CH:15][N:16]=1. The catalyst is C1(C)C=CC=CC=1.C(O)C.C1C=CC([P]([Pd]([P](C2C=CC=CC=2)(C2C=CC=CC=2)C2C=CC=CC=2)([P](C2C=CC=CC=2)(C2C=CC=CC=2)C2C=CC=CC=2)[P](C2C=CC=CC=2)(C2C=CC=CC=2)C2C=CC=CC=2)(C2C=CC=CC=2)C2C=CC=CC=2)=CC=1. The product is [F:1][C:2]1[CH:7]=[CH:6][C:5]([C:12]2[S:13][CH:14]=[CH:15][N:16]=2)=[CH:4][CH:3]=1. The yield is 0.820. (2) The reactants are C([O:8][C:9]1[CH:14]=[CH:13][CH:12]=[CH:11][C:10]=1[C:15]1[N:16]=[CH:17][O:18][CH:19]=1)C1C=CC=CC=1. The catalyst is ClCCl.[Pd]. The product is [O:18]1[CH:19]=[C:15]([C:10]2[CH:11]=[CH:12][CH:13]=[CH:14][C:9]=2[OH:8])[N:16]=[CH:17]1. The yield is 0.900. (3) The reactants are [F:1][C:2]1[CH:3]=[C:4]([CH:19]=[CH:20][C:21]=1[N+:22]([O-])=O)[C:5]([NH:7][CH2:8][C:9]([O:11]CC1C=CC=CC=1)=[O:10])=[O:6]. The catalyst is CCOC(C)=O.[Pd]. The product is [NH2:22][C:21]1[CH:20]=[CH:19][C:4]([C:5]([NH:7][CH2:8][C:9]([OH:11])=[O:10])=[O:6])=[CH:3][C:2]=1[F:1]. The yield is 0.790. (4) The reactants are [Br:1][C:2]1[CH:3]=[C:4]2[CH2:10][C:9](=[O:11])[NH:8][C:5]2=[N:6][CH:7]=1.[H-].[Na+].Cl[CH2:15][O:16][CH2:17][CH2:18][Si:19]([CH3:22])([CH3:21])[CH3:20]. The catalyst is O1CCCC1.CN(C)C=O. The product is [Br:1][C:2]1[CH:3]=[C:4]2[CH2:10][C:9](=[O:11])[N:8]([CH2:15][O:16][CH2:17][CH2:18][Si:19]([CH3:22])([CH3:21])[CH3:20])[C:5]2=[N:6][CH:7]=1. The yield is 0.470. (5) The reactants are [Br:1][C:2]1[CH:3]=[N:4][N:5]2[C:10]([NH:11][CH2:12][CH:13]3[CH2:18][CH2:17][NH:16][CH2:15][CH2:14]3)=[CH:9][C:8]([C:19]3[CH:24]=[CH:23][CH:22]=[CH:21][C:20]=3[Cl:25])=[N:7][C:6]=12.C[Si]([N:30]=[C:31]=[O:32])(C)C. The catalyst is ClCCl. The product is [Br:1][C:2]1[CH:3]=[N:4][N:5]2[C:10]([NH:11][CH2:12][CH:13]3[CH2:14][CH2:15][N:16]([C:31]([NH2:30])=[O:32])[CH2:17][CH2:18]3)=[CH:9][C:8]([C:19]3[CH:24]=[CH:23][CH:22]=[CH:21][C:20]=3[Cl:25])=[N:7][C:6]=12. The yield is 0.860. (6) The reactants are [Cl:1][C:2]1[CH:3]=[C:4]([CH:7]=[CH:8][C:9]=1[F:10])[CH:5]=O.[C:11]([NH:14][NH2:15])([NH2:13])=[NH:12].Cl. No catalyst specified. The product is [ClH:1].[Cl:1][C:2]1[CH:3]=[C:4]([CH:7]=[CH:8][C:9]=1[F:10])[CH:5]=[N:15][NH:14][C:11]([NH2:13])=[NH:12]. The yield is 0.770. (7) The reactants are [H-].[Al+3].[Li+].[H-].[H-].[H-].[CH2:7]([NH:9][C:10]1[C:15]([C:16](OCC)=[O:17])=[C:14]([CH3:21])[N:13]=[C:12]([S:22][CH3:23])[N:11]=1)[CH3:8]. The catalyst is C1COCC1. The product is [CH2:7]([NH:9][C:10]1[C:15]([CH2:16][OH:17])=[C:14]([CH3:21])[N:13]=[C:12]([S:22][CH3:23])[N:11]=1)[CH3:8]. The yield is 0.850. (8) The reactants are Br[C:2]1[O:3][C:4]([C:7]([O:9][CH2:10][CH3:11])=[O:8])=[CH:5][N:6]=1.[CH:12]1(B(O)O)[CH2:14][CH2:13]1.C1(C)C=CC=CC=1.P([O-])([O-])([O-])=O.[K+].[K+].[K+]. The catalyst is O. The product is [CH:12]1([C:2]2[O:3][C:4]([C:7]([O:9][CH2:10][CH3:11])=[O:8])=[CH:5][N:6]=2)[CH2:14][CH2:13]1. The yield is 0.610. (9) The reactants are Cl[C:2]1[CH:3]=[C:4]([C:14]([NH:16][CH2:17][C:18]2[C:19](=[O:26])[NH:20][C:21]([CH3:25])=[CH:22][C:23]=2[CH3:24])=[O:15])[C:5]2[CH:10]=[N:9][N:8]([CH:11]([CH3:13])[CH3:12])[C:6]=2[N:7]=1.[NH2:27][C:28]1[CH:33]=[CH:32][C:31](B(O)O)=[CH:30][CH:29]=1.C(=O)(O)[O-].[Na+].C(Cl)Cl.CO. The catalyst is COCCOC.O.C1C=CC(P(C2C=CC=CC=2)[C-]2C=CC=C2)=CC=1.C1C=CC(P(C2C=CC=CC=2)[C-]2C=CC=C2)=CC=1.Cl[Pd]Cl.[Fe+2].C(Cl)Cl. The product is [NH2:27][C:28]1[CH:33]=[CH:32][C:31]([C:2]2[CH:3]=[C:4]([C:14]([NH:16][CH2:17][C:18]3[C:19](=[O:26])[NH:20][C:21]([CH3:25])=[CH:22][C:23]=3[CH3:24])=[O:15])[C:5]3[CH:10]=[N:9][N:8]([CH:11]([CH3:13])[CH3:12])[C:6]=3[N:7]=2)=[CH:30][CH:29]=1. The yield is 0.660. (10) The reactants are [NH2:1][C:2]1[CH:22]=[CH:21][C:5]([O:6][C:7]2[C:16]3[C:11](=[CH:12][C:13]([O:19][CH3:20])=[C:14]([C:17]#[N:18])[CH:15]=3)[N:10]=[CH:9][CH:8]=2)=[CH:4][CH:3]=1.C1(C)C=CC=CC=1.[CH2:30]([N:34]=[C:35]=[O:36])[CH2:31][CH2:32][CH3:33]. The catalyst is C(#N)C. The product is [C:17]([C:14]1[CH:15]=[C:16]2[C:11](=[CH:12][C:13]=1[O:19][CH3:20])[N:10]=[CH:9][CH:8]=[C:7]2[O:6][C:5]1[CH:21]=[CH:22][C:2]([NH:1][C:35]([NH:34][CH2:30][CH2:31][CH2:32][CH3:33])=[O:36])=[CH:3][CH:4]=1)#[N:18]. The yield is 0.550.